The task is: Predict which catalyst facilitates the given reaction.. This data is from Catalyst prediction with 721,799 reactions and 888 catalyst types from USPTO. (1) Reactant: [S:1](=[O:36])(=[O:35])([O:3][C:4]1[CH:9]=[CH:8][CH:7]=[C:6]([C:10]2[N:11]=[CH:12][N:13]([C:15](=[O:34])[N:16]([CH:18]3[CH2:23][CH2:22][N:21]([CH2:24][C:25]4[CH:30]=[CH:29][C:28]([F:31])=[C:27]([O:32][CH3:33])[CH:26]=4)[CH2:20][CH2:19]3)[CH3:17])[CH:14]=2)[CH:5]=1)[NH2:2].[ClH:37]. Product: [ClH:37].[S:1](=[O:36])(=[O:35])([O:3][C:4]1[CH:9]=[CH:8][CH:7]=[C:6]([C:10]2[N:11]=[CH:12][N:13]([C:15](=[O:34])[N:16]([CH:18]3[CH2:23][CH2:22][N:21]([CH2:24][C:25]4[CH:30]=[CH:29][C:28]([F:31])=[C:27]([O:32][CH3:33])[CH:26]=4)[CH2:20][CH2:19]3)[CH3:17])[CH:14]=2)[CH:5]=1)[NH2:2]. The catalyst class is: 370. (2) Reactant: C(=O)(O)[O-].[Na+].[NH2:6][C@@H:7]([C:10]([OH:12])=[O:11])[CH2:8][OH:9].[CH2:13]([O:20][C:21](Cl)=[O:22])[C:14]1[CH:19]=[CH:18][CH:17]=[CH:16][CH:15]=1. Product: [CH2:13]([O:20][C:21]([NH:6][C@@H:7]([C:10]([OH:12])=[O:11])[CH2:8][OH:9])=[O:22])[C:14]1[CH:19]=[CH:18][CH:17]=[CH:16][CH:15]=1. The catalyst class is: 6. (3) Reactant: [CH3:1][C:2]1([CH3:19])[C:6]([CH3:8])([CH3:7])[O:5][B:4]([C:9]2[CH:10]=[C:11]3[C:15](=[CH:16][CH:17]=2)[NH:14][C:13](=[O:18])[CH2:12]3)[O:3]1.[CH2:20]([N:22]([CH2:37][CH3:38])[CH2:23][CH2:24][NH:25][C:26]([C:28]1[C:32]([CH3:33])=[C:31]([CH:34]=O)[NH:30][C:29]=1[CH3:36])=[O:27])[CH3:21].N1CCCCC1. Product: [CH2:37]([N:22]([CH2:20][CH3:21])[CH2:23][CH2:24][NH:25][C:26]([C:28]1[C:32]([CH3:33])=[C:31](/[CH:34]=[C:12]2\[C:13](=[O:18])[NH:14][C:15]3[C:11]\2=[CH:10][C:9]([B:4]2[O:3][C:2]([CH3:19])([CH3:1])[C:6]([CH3:7])([CH3:8])[O:5]2)=[CH:17][CH:16]=3)[NH:30][C:29]=1[CH3:36])=[O:27])[CH3:38]. The catalyst class is: 14. (4) Reactant: [F:1][C:2]([F:42])([F:41])[C:3]1[CH:4]=[C:5]([C:13]([CH3:40])([CH3:39])[C:14]([N:16]([CH3:38])[C:17]2[C:18]([C:31]3[CH:36]=[CH:35][CH:34]=[CH:33][C:32]=3[CH3:37])=[CH:19][C:20]([NH:23][C:24]([CH2:26][O:27]C(=O)C)=[O:25])=[N:21][CH:22]=2)=[O:15])[CH:6]=[C:7]([C:9]([F:12])([F:11])[F:10])[CH:8]=1.[OH-].[Na+].C(OCC)(=O)C. The catalyst class is: 7. Product: [F:42][C:2]([F:1])([F:41])[C:3]1[CH:4]=[C:5]([C:13]([CH3:40])([CH3:39])[C:14]([N:16]([C:17]2[CH:22]=[N:21][C:20]([NH:23][C:24](=[O:25])[CH2:26][OH:27])=[CH:19][C:18]=2[C:31]2[CH:36]=[CH:35][CH:34]=[CH:33][C:32]=2[CH3:37])[CH3:38])=[O:15])[CH:6]=[C:7]([C:9]([F:10])([F:11])[F:12])[CH:8]=1. (5) Reactant: [C:1]([CH:3]([C:9]1[CH:14]=[CH:13][CH:12]=[CH:11][CH:10]=1)[C:4]([O:6][CH2:7][CH3:8])=[O:5])#[N:2].[N:15]([C:23]([O:25][CH:26]([CH3:28])[CH3:27])=[O:24])=[N:16][C:17]([O:19][CH:20]([CH3:22])[CH3:21])=[O:18]. Product: [CH:20]([O:19][C:17]([N:16]([C@:3]([C:1]#[N:2])([C:9]1[CH:14]=[CH:13][CH:12]=[CH:11][CH:10]=1)[C:4]([O:6][CH2:7][CH3:8])=[O:5])[NH:15][C:23]([O:25][CH:26]([CH3:28])[CH3:27])=[O:24])=[O:18])([CH3:22])[CH3:21]. The catalyst class is: 11.